Dataset: Full USPTO retrosynthesis dataset with 1.9M reactions from patents (1976-2016). Task: Predict the reactants needed to synthesize the given product. (1) The reactants are: [N+:1]([C:4]1[CH:5]=[C:6]([C:10]([NH:12][C:13]2[CH:14]=[C:15]([CH:20]=[CH:21][C:22]=2[NH:23][CH3:24])[C:16]([O:18][CH3:19])=[O:17])=O)[N:7]([CH3:9])[CH:8]=1)([O-:3])=[O:2].O.C1(C)C=CC(S(O)(=O)=O)=CC=1.C([O-])([O-])=O.[Na+].[Na+].O. Given the product [N+:1]([C:4]1[CH:5]=[C:6]([C:10]2[N:23]([CH3:24])[C:22]3[CH:21]=[CH:20][C:15]([C:16]([O:18][CH3:19])=[O:17])=[CH:14][C:13]=3[N:12]=2)[N:7]([CH3:9])[CH:8]=1)([O-:3])=[O:2], predict the reactants needed to synthesize it. (2) Given the product [Cl:1][C:2]1[N:3]=[C:4]([N:19]2[CH2:20][CH2:21][O:22][CH2:23][CH2:24]2)[C:5]2[S:10][C:9]([C:11]3[CH:16]=[CH:15][CH:14]=[C:13]([O:17][CH2:33][CH2:34][N:35]4[CH2:40][CH2:39][O:38][CH2:37][CH2:36]4)[CH:12]=3)=[C:8]([CH3:18])[C:6]=2[N:7]=1, predict the reactants needed to synthesize it. The reactants are: [Cl:1][C:2]1[N:3]=[C:4]([N:19]2[CH2:24][CH2:23][O:22][CH2:21][CH2:20]2)[C:5]2[S:10][C:9]([C:11]3[CH:12]=[C:13]([OH:17])[CH:14]=[CH:15][CH:16]=3)=[C:8]([CH3:18])[C:6]=2[N:7]=1.C(=O)([O-])[O-].[Cs+].[Cs+].Cl.Cl[CH2:33][CH2:34][N:35]1[CH2:40][CH2:39][O:38][CH2:37][CH2:36]1. (3) Given the product [F:1][C:2]1[CH:3]=[C:4]2[C:9](=[CH:10][CH:11]=1)[N:8]=[C:7]([C:12]1[CH:17]=[CH:16][CH:15]=[CH:14][C:13]=1[O:18][P:34](=[O:51])([O:43][CH2:44][C:45]1[CH:50]=[CH:49][CH:48]=[CH:47][CH:46]=1)[O:35][CH2:36][C:37]1[CH:42]=[CH:41][CH:40]=[CH:39][CH:38]=1)[N:6]([CH2:19][CH2:20][C:21]1[CH:26]=[CH:25][CH:24]=[C:23]([F:27])[CH:22]=1)[C:5]2=[O:28], predict the reactants needed to synthesize it. The reactants are: [F:1][C:2]1[CH:3]=[C:4]2[C:9](=[CH:10][CH:11]=1)[N:8]=[C:7]([C:12]1[CH:17]=[CH:16][CH:15]=[CH:14][C:13]=1[OH:18])[N:6]([CH2:19][CH2:20][C:21]1[CH:26]=[CH:25][CH:24]=[C:23]([F:27])[CH:22]=1)[C:5]2=[O:28].C(Cl)(Cl)(Cl)Cl.[P:34]([O-:51])([O:43][CH2:44][C:45]1[CH:50]=[CH:49][CH:48]=[CH:47][CH:46]=1)[O:35][CH2:36][C:37]1[CH:42]=[CH:41][CH:40]=[CH:39][CH:38]=1.OP([O-])(O)=O.[K+]. (4) Given the product [Cl:8][C:7]1[C:2]([N:24]([CH2:23][C:21]2[CH:20]=[CH:19][C:18]3[N:14]([CH3:13])[N:15]=[N:16][C:17]=3[CH:22]=2)[S:25]([C:28]2[CH:29]=[CH:30][C:31]([C:32]([O:34][CH3:35])=[O:33])=[CH:36][CH:37]=2)(=[O:27])=[O:26])=[N:3][CH:4]=[C:5]([C:9]([F:12])([F:11])[F:10])[CH:6]=1, predict the reactants needed to synthesize it. The reactants are: Cl[C:2]1[C:7]([Cl:8])=[CH:6][C:5]([C:9]([F:12])([F:11])[F:10])=[CH:4][N:3]=1.[CH3:13][N:14]1[C:18]2[CH:19]=[CH:20][C:21]([CH2:23][NH:24][S:25]([C:28]3[CH:37]=[CH:36][C:31]([C:32]([O:34][CH3:35])=[O:33])=[CH:30][CH:29]=3)(=[O:27])=[O:26])=[CH:22][C:17]=2[N:16]=[N:15]1. (5) Given the product [CH3:10][C:9]([CH3:11])([CH3:12])[C:8]#[C:7][C:5]1[S:4][C:3]([C:13]([O:15][CH3:16])=[O:14])=[C:2]([NH:1][CH2:27][C:26]2[N:22]([CH3:21])[CH:23]=[N:24][CH:25]=2)[CH:6]=1, predict the reactants needed to synthesize it. The reactants are: [NH2:1][C:2]1[CH:6]=[C:5]([C:7]#[C:8][C:9]([CH3:12])([CH3:11])[CH3:10])[S:4][C:3]=1[C:13]([O:15][CH3:16])=[O:14].C(O)(=O)C.[CH3:21][N:22]1[C:26]([CH:27]=O)=[CH:25][N:24]=[CH:23]1.C(O[BH-](OC(=O)C)OC(=O)C)(=O)C.[Na+].C([O-])(O)=O.[Na+]. (6) Given the product [NH2:1][C:2]1[C:3](=[O:8])[CH:4]=[C:5]2[C:6](=[N:1][C:2]3[C:7]([O:10]2)=[CH:6][CH:5]=[CH:4][CH:3]=3)[CH:7]=1, predict the reactants needed to synthesize it. The reactants are: [NH2:1][C:2]1[CH:7]=[CH:6][CH:5]=[CH:4][C:3]=1[OH:8].Cl.[OH-:10].[Na+]. (7) Given the product [CH2:10]([N:3]([C:1]1[CH:20]=[CH:19][CH:18]=[CH:23][CH:2]=1)[C:4]1[CH:9]=[CH:8][CH:7]=[CH:6][CH:5]=1)[CH3:11], predict the reactants needed to synthesize it. The reactants are: [CH2:1]([N:3]([CH2:10][CH3:11])[C:4]1[CH:9]=[CH:8][CH:7]=[CH:6][CH:5]=1)[CH3:2].FC(F)(F)S(O[C:18]1[CH:23]=CC=[CH:20][C:19]=1[Si](C)(C)C)(=O)=O.[F-].[K+].C1OCCOCCOCCOCCOCCOC1.